From a dataset of Catalyst prediction with 721,799 reactions and 888 catalyst types from USPTO. Predict which catalyst facilitates the given reaction. (1) Reactant: [CH:1]1[C:6]([I:7])=[C:5]([I:8])[C:4]([C:9]([OH:11])=[O:10])=[CH:3][C:2]=1[I:12].C1CCCCC1. Product: [CH:1]1[C:6]([I:7])=[C:5]([I:8])[C:4]([C:9]([OH:11])=[O:10])=[CH:3][C:2]=1[I:12]. The catalyst class is: 11. (2) Reactant: [CH:1]([C:3]1[CH:8]=[C:7]([C:9]([O:11][CH2:12][CH3:13])=[O:10])[CH:6]=[CH:5][N:4]=1)=O.Cl.[CH3:15][N:16]([CH3:21])[C:17](=[O:20])[CH2:18][NH2:19]. Product: [CH3:15][N:16]([CH3:21])[C:17]([CH2:18][NH:19][CH2:1][C:3]1[CH:8]=[C:7]([C:9]([O:11][CH2:12][CH3:13])=[O:10])[CH:6]=[CH:5][N:4]=1)=[O:20]. The catalyst class is: 66. (3) Reactant: [CH:1]1([CH2:7][C:8](=O)[CH2:9][C:10]([O:12]CC)=[O:11])[CH2:6][CH2:5][CH2:4][CH2:3][CH2:2]1.[N:16]([C:19]1[CH:29]=[CH:28][C:22]([C:23]([NH:25][CH2:26][CH3:27])=[O:24])=[CH:21][CH:20]=1)=[N+:17]=[N-:18].[O-]CC.[Na+].O. Product: [CH:1]1([CH2:7][C:8]2[N:16]([C:19]3[CH:20]=[CH:21][C:22]([C:23]([NH:25][CH2:26][CH3:27])=[O:24])=[CH:28][CH:29]=3)[N:17]=[N:18][C:9]=2[C:10]([OH:12])=[O:11])[CH2:2][CH2:3][CH2:4][CH2:5][CH2:6]1. The catalyst class is: 8.